Dataset: Catalyst prediction with 721,799 reactions and 888 catalyst types from USPTO. Task: Predict which catalyst facilitates the given reaction. (1) Reactant: [Cl:1][C:2]1[C:3]([F:36])=[C:4]([NH:8][C:9]2[C:18]3[C:13](=[CH:14][C:15]([O:34][CH3:35])=[C:16]([O:19][C@H:20]4[CH2:25][CH2:24][C@@H:23]([NH:26]C(OC(C)(C)C)=O)[CH2:22][CH2:21]4)[CH:17]=3)[N:12]=[CH:11][N:10]=2)[CH:5]=[CH:6][CH:7]=1.[ClH:37]. Product: [ClH:1].[ClH:37].[Cl:1][C:2]1[C:3]([F:36])=[C:4]([NH:8][C:9]2[C:18]3[C:13](=[CH:14][C:15]([O:34][CH3:35])=[C:16]([O:19][C@H:20]4[CH2:21][CH2:22][C@@H:23]([NH2:26])[CH2:24][CH2:25]4)[CH:17]=3)[N:12]=[CH:11][N:10]=2)[CH:5]=[CH:6][CH:7]=1. The catalyst class is: 4. (2) Reactant: C(O[C:4]([C@@H:6]1[CH2:11][CH2:10][C@H:9]([NH:12][C:13]([O:15][CH2:16][C:17]2[CH:22]=[CH:21][CH:20]=[CH:19][CH:18]=2)=[O:14])[C@H:8]([NH:23][C:24]([O:26][C:27]([CH3:30])([CH3:29])[CH3:28])=[O:25])[CH2:7]1)=[O:5])C.[OH-].[Li+].O.[OH-].[Li+].Cl.Cl.[CH3:38][NH:39][CH3:40].ON1C2C=CC=CC=2N=N1.Cl.CN(C)CCCN=C=NCC. Product: [CH2:16]([O:15][C:13](=[O:14])[NH:12][C@H:9]1[CH2:10][CH2:11][C@@H:6]([C:4]([N:39]([CH3:40])[CH3:38])=[O:5])[CH2:7][C@H:8]1[NH:23][C:24]([O:26][C:27]([CH3:30])([CH3:29])[CH3:28])=[O:25])[C:17]1[CH:18]=[CH:19][CH:20]=[CH:21][CH:22]=1. The catalyst class is: 657. (3) Reactant: C([O:3][C:4](=[O:26])[C@H:5]([CH2:19][C:20]1[CH:25]=[CH:24][CH:23]=[CH:22][CH:21]=1)[NH:6][C:7](=[O:18])[CH2:8][CH2:9][CH2:10][CH2:11][CH2:12][NH:13][C:14](=[O:17])[CH:15]=[CH2:16])C. Product: [C:14]([NH:13][CH2:12][CH2:11][CH2:10][CH2:9][CH2:8][C:7]([NH:6][C@H:5]([C:4]([OH:26])=[O:3])[CH2:19][C:20]1[CH:21]=[CH:22][CH:23]=[CH:24][CH:25]=1)=[O:18])(=[O:17])[CH:15]=[CH2:16]. The catalyst class is: 5. (4) Reactant: [C:1]([O:5][C:6]([C:8]([NH2:12])([OH:11])[CH2:9][CH3:10])=[O:7])([CH3:4])([CH3:3])[CH3:2].[OH:13][C:14]([CH:16]([C:18]1[CH:27]=[CH:26][C:21]([CH2:22][CH:23]([CH3:25])[CH3:24])=[CH:20][CH:19]=1)[CH3:17])=[O:15].CCN=C=NCCCN(C)C.Cl.C(OCC)(=O)C. Product: [C:6]([C:8]([NH2:12])([OH:11])[CH2:9][CH3:10])([O:5][C:1]([CH3:2])([CH3:4])[CH3:3])=[O:7].[OH:15][C:14]([CH:16]([C:18]1[CH:19]=[CH:20][C:21]([CH2:22][CH:23]([CH3:24])[CH3:25])=[CH:26][CH:27]=1)[CH3:17])=[O:13]. The catalyst class is: 154. (5) Reactant: [CH3:1][C:2]1[N:3]([C:20]2[CH:25]=[CH:24][C:23]([CH2:26][O:27][C@H:28]([CH3:37])[C:29](N3CCOCC3)=[O:30])=[CH:22][CH:21]=2)[C:4]2[C:9]([C:10]=1[C:11]([C:13]1[CH:18]=[CH:17][C:16]([CH3:19])=[CH:15][CH:14]=1)=[O:12])=[CH:8][CH:7]=[CH:6][CH:5]=2.C1C[O:41]CC1.[OH-].[Li+]. Product: [CH3:1][C:2]1[N:3]([C:20]2[CH:21]=[CH:22][C:23]([CH2:26][O:27][C@H:28]([CH3:37])[C:29]([OH:41])=[O:30])=[CH:24][CH:25]=2)[C:4]2[C:9]([C:10]=1[C:11](=[O:12])[C:13]1[CH:14]=[CH:15][C:16]([CH3:19])=[CH:17][CH:18]=1)=[CH:8][CH:7]=[CH:6][CH:5]=2. The catalyst class is: 24. (6) The catalyst class is: 21. Reactant: COC1C=C[C:6]([C@@H:9]([N:11]([CH2:22][C:23]2[N:24]=[C:25]3[CH:30]=[CH:29][CH:28]=[C:27]([N:31]4[CH2:36][CH2:35][N:34]([CH3:37])[CH2:33][CH2:32]4)[N:26]3[C:38]=2[CH2:39][OH:40])[C@@H:12]2[C:21]3[N:20]=[CH:19][CH:18]=[CH:17][C:16]=3[CH2:15][CH2:14][CH2:13]2)[CH3:10])=CC=1. Product: [CH3:10][CH:9]([N:11]([CH2:22][C:23]1[N:24]=[C:25]2[CH:30]=[CH:29][CH:28]=[C:27]([N:31]3[CH2:36][CH2:35][N:34]([CH3:37])[CH2:33][CH2:32]3)[N:26]2[C:38]=1[CH2:39][OH:40])[C@@H:12]1[C:21]2[N:20]=[CH:19][CH:18]=[CH:17][C:16]=2[CH2:15][CH2:14][CH2:13]1)[CH3:6]. (7) Reactant: [C:1]([C:4]1[CH:5]=[CH:6][C:7]([CH3:24])=[C:8]([NH:10][C:11]2[O:12][C:13]([C:16]3[CH:23]=[CH:22][C:19]([C:20]#[N:21])=[CH:18][CH:17]=3)=[CH:14][N:15]=2)[CH:9]=1)(=[O:3])[CH3:2].[CH:25](=O)[C:26]1[CH:31]=[CH:30][CH:29]=[CH:28][CH:27]=1.[OH-].[Na+]. Product: [CH3:24][C:7]1[CH:6]=[CH:5][C:4]([C:1](=[O:3])[CH2:2][CH2:25][C:26]2[CH:31]=[CH:30][CH:29]=[CH:28][CH:27]=2)=[CH:9][C:8]=1[NH:10][C:11]1[O:12][C:13]([C:16]2[CH:23]=[CH:22][C:19]([C:20]#[N:21])=[CH:18][CH:17]=2)=[CH:14][N:15]=1. The catalyst class is: 8. (8) Reactant: [Br:1][C:2]1[CH:7]=[C:6]([F:8])[C:5]([OH:9])=[C:4]([F:10])[CH:3]=1.[CH3:11][S:12]([CH2:15][CH2:16][CH2:17]OS(C)(=O)=O)(=[O:14])=[O:13].C(=O)([O-])[O-].[Cs+].[Cs+]. Product: [Br:1][C:2]1[CH:7]=[C:6]([F:8])[C:5]([O:9][CH2:17][CH2:16][CH2:15][S:12]([CH3:11])(=[O:14])=[O:13])=[C:4]([F:10])[CH:3]=1. The catalyst class is: 395. (9) Reactant: [Cl:1][C:2]1[C:7]2[S:8][C:9]3[N:10]=[C:11]4[CH2:17][CH2:16][CH2:15][CH2:14][CH2:13][N:12]4[C:18](=[O:20])[C:19]=3[C:6]=2[CH2:5][CH2:4][C:3]=1[CH:21]=[O:22].CC(=CC)C.C1C[O:31]CC1.[O-]Cl=O.[Na+]. Product: [Cl:1][C:2]1[C:7]2[S:8][C:9]3[N:10]=[C:11]4[CH2:17][CH2:16][CH2:15][CH2:14][CH2:13][N:12]4[C:18](=[O:20])[C:19]=3[C:6]=2[CH2:5][CH2:4][C:3]=1[C:21]([OH:31])=[O:22]. The catalyst class is: 664. (10) Reactant: [SH:1][CH2:2][CH2:3][C:4]([OH:6])=O.ON1C2C=CC=CC=2N=N1.C1(N=C=NC2CCCCC2)CCCCC1.[NH2:32][C@H:33]([CH2:37][OH:38])[C@@H:34]([CH3:36])[OH:35]. Product: [OH:38][CH2:37][C@@H:33]([NH:32][C:4](=[O:6])[CH2:3][CH2:2][SH:1])[C@H:34]([OH:35])[CH3:36]. The catalyst class is: 3.